This data is from Peptide-MHC class I binding affinity with 185,985 pairs from IEDB/IMGT. The task is: Regression. Given a peptide amino acid sequence and an MHC pseudo amino acid sequence, predict their binding affinity value. This is MHC class I binding data. (1) The peptide sequence is TVRPGNKGY. The MHC is HLA-B39:01 with pseudo-sequence HLA-B39:01. The binding affinity (normalized) is 0.0847. (2) The peptide sequence is FANVISKIY. The MHC is HLA-A31:01 with pseudo-sequence HLA-A31:01. The binding affinity (normalized) is 0.369. (3) The peptide sequence is AYLVSIFLHL. The MHC is HLA-A32:01 with pseudo-sequence HLA-A32:01. The binding affinity (normalized) is 0.131. (4) The peptide sequence is RRSLLAHVR. The MHC is HLA-B08:03 with pseudo-sequence HLA-B08:03. The binding affinity (normalized) is 0.0847. (5) The peptide sequence is YSLEYFQFVKK. The binding affinity (normalized) is 0.0847. The MHC is HLA-A01:01 with pseudo-sequence HLA-A01:01. (6) The peptide sequence is CTDKFSQLF. The MHC is HLA-B44:02 with pseudo-sequence HLA-B44:02. The binding affinity (normalized) is 0.0847. (7) The binding affinity (normalized) is 0.707. The peptide sequence is MVLFYKRL. The MHC is H-2-Kb with pseudo-sequence H-2-Kb. (8) The peptide sequence is VTFSAGTFK. The MHC is HLA-A03:01 with pseudo-sequence HLA-A03:01. The binding affinity (normalized) is 0.609. (9) The peptide sequence is SARALKAYFT. The MHC is HLA-A02:01 with pseudo-sequence HLA-A02:01. The binding affinity (normalized) is 0.